This data is from Full USPTO retrosynthesis dataset with 1.9M reactions from patents (1976-2016). The task is: Predict the reactants needed to synthesize the given product. (1) Given the product [F:19][C:16]([F:17])([F:18])[C:13]1[CH:14]=[CH:15][C:10]([O:9][C:6]2[CH:7]=[CH:8][C:3]([OH:2])=[N:4][CH:5]=2)=[N:11][CH:12]=1, predict the reactants needed to synthesize it. The reactants are: C[O:2][C:3]1[CH:8]=[CH:7][C:6]([O:9][C:10]2[CH:15]=[CH:14][C:13]([C:16]([F:19])([F:18])[F:17])=[CH:12][N:11]=2)=[CH:5][N:4]=1.Cl.N1C=CC=CC=1. (2) The reactants are: [N+:1]([C:4]1[CH:9]=[CH:8][CH:7]=[CH:6][C:5]=1[CH2:10][CH2:11][CH2:12][C:13]#[N:14])([O-])=O.[Cl-].[NH4+].C1(C)C=CC=CC=1. Given the product [NH2:1][C:4]1[CH:9]=[CH:8][CH:7]=[CH:6][C:5]=1[CH2:10][CH2:11][CH2:12][C:13]#[N:14], predict the reactants needed to synthesize it. (3) Given the product [NH2:1][C:4]1[CH:9]=[CH:8][C:7]([C:10]#[C:11][CH2:12][NH:13][C:14](=[O:20])[O:15][C:16]([CH3:19])([CH3:17])[CH3:18])=[C:6]([C:21]2[O:25][CH:24]=[N:23][CH:22]=2)[CH:5]=1, predict the reactants needed to synthesize it. The reactants are: [N+:1]([C:4]1[CH:9]=[CH:8][C:7]([C:10]#[C:11][CH2:12][NH:13][C:14](=[O:20])[O:15][C:16]([CH3:19])([CH3:18])[CH3:17])=[C:6]([C:21]2[O:25][CH:24]=[N:23][CH:22]=2)[CH:5]=1)([O-])=O. (4) Given the product [CH3:1][C:2]1[C:10]2[C:5](=[CH:6][CH:7]=[C:8]([CH:11]3[C:22]([C:23]#[N:24])=[C:21]([C:25]([F:28])([F:27])[F:26])[NH:20][C:16]4[CH2:17][O:13][C:14](=[O:19])[C:15]3=4)[CH:9]=2)[NH:4][N:3]=1, predict the reactants needed to synthesize it. The reactants are: [CH3:1][C:2]1[C:10]2[C:5](=[CH:6][CH:7]=[C:8]([CH:11]=O)[CH:9]=2)[NH:4][N:3]=1.[O:13]1[CH2:17][C:16](=O)[CH2:15][C:14]1=[O:19].[NH2:20][C:21]([C:25]([F:28])([F:27])[F:26])=[CH:22][C:23]#[N:24].Cl. (5) Given the product [CH2:3]([O:10][C:11]1[C:16]([O:17][CH2:31][C@H:30]2[CH2:36][O:41]2)=[CH:15][CH:14]=[CH:13][C:12]=1[C:18]1[C:19]([Cl:25])=[CH:20][CH:21]=[CH:22][C:23]=1[Cl:24])[C:4]1[CH:5]=[CH:6][CH:7]=[CH:8][CH:9]=1, predict the reactants needed to synthesize it. The reactants are: [H-].[Na+].[CH2:3]([O:10][C:11]1[C:16]([OH:17])=[CH:15][CH:14]=[CH:13][C:12]=1[C:18]1[C:23]([Cl:24])=[CH:22][CH:21]=[CH:20][C:19]=1[Cl:25])[C:4]1[CH:9]=[CH:8][CH:7]=[CH:6][CH:5]=1.S([C:30]1[CH:36]=CC(C)=C[CH:31]=1)([O-])(=O)=O.CN(C=[O:41])C. (6) Given the product [OH2:12].[OH2:45].[Cl:37][C:38]1[CH:39]=[CH:40][C:41]([S:44]([NH:47][C:48](=[O:49])[O:27][CH2:26]/[CH:25]=[CH:24]/[C:14]2[CH:15]=[CH:16][C:17]([O:19][CH2:20][CH2:21][O:22][CH3:23])=[CH:18][C:13]=2[O:12][C:3]2[C:2]([Cl:1])=[CH:7][C:6]([C:8]([F:9])([F:11])[F:10])=[CH:5][N:4]=2)(=[O:45])=[O:46])=[CH:42][CH:43]=1, predict the reactants needed to synthesize it. The reactants are: [Cl:1][C:2]1[C:3]([O:12][C:13]2[CH:18]=[C:17]([O:19][CH2:20][CH2:21][O:22][CH3:23])[CH:16]=[CH:15][C:14]=2/[CH:24]=[CH:25]/[CH2:26][OH:27])=[N:4][CH:5]=[C:6]([C:8]([F:11])([F:10])[F:9])[CH:7]=1.C(N(CC)C(C)C)(C)C.[Cl:37][C:38]1[CH:43]=[CH:42][C:41]([S:44]([N:47]=[C:48]=[O:49])(=[O:46])=[O:45])=[CH:40][CH:39]=1.Cl.